Dataset: Reaction yield outcomes from USPTO patents with 853,638 reactions. Task: Predict the reaction yield, written as a fraction of the theoretical maximum amount of product (1.0 means a 100% yield; for example, 0.34 means a 34% yield). (1) The product is [Cl:1][C:2]1[CH:7]=[CH:6][C:5]([CH:8]2[CH:12]([C:13]3[CH:18]=[CH:17][C:16]([Cl:19])=[CH:15][CH:14]=3)[NH:11][C:10]([C:20]3[CH:25]=[CH:24][C:23]([C:33]#[C:32][C:31]([CH3:35])([CH3:34])[CH3:30])=[CH:22][C:21]=3[O:27][CH2:28][CH3:29])=[N:9]2)=[CH:4][CH:3]=1. The catalyst is C(N(CC)CC)C.CN(C)C=O.[Cu]I.Cl[Pd](Cl)([P](C1C=CC=CC=1)(C1C=CC=CC=1)C1C=CC=CC=1)[P](C1C=CC=CC=1)(C1C=CC=CC=1)C1C=CC=CC=1. The reactants are [Cl:1][C:2]1[CH:7]=[CH:6][C:5]([CH:8]2[CH:12]([C:13]3[CH:18]=[CH:17][C:16]([Cl:19])=[CH:15][CH:14]=3)[NH:11][C:10]([C:20]3[CH:25]=[CH:24][C:23](I)=[CH:22][C:21]=3[O:27][CH2:28][CH3:29])=[N:9]2)=[CH:4][CH:3]=1.[CH3:30][C:31]([CH3:35])([CH3:34])[C:32]#[CH:33]. The yield is 0.830. (2) The reactants are COC1C=CC(C[NH:8][C:9]2[C:14]([C:15]3[N:16]=[C:17]4[N:21]([CH:22]=3)[C:20]([CH2:23][N:24]3[CH2:29][CH2:28][O:27][CH2:26][CH2:25]3)=[CH:19][S:18]4)=[CH:13][CH:12]=[CH:11][N:10]=2)=CC=1.C([SiH](CC)CC)C.FC(F)(F)C(O)=O. The catalyst is C(Cl)Cl. The product is [N:24]1([CH2:23][C:20]2[N:21]3[CH:22]=[C:15]([C:14]4[C:9]([NH2:8])=[N:10][CH:11]=[CH:12][CH:13]=4)[N:16]=[C:17]3[S:18][CH:19]=2)[CH2:25][CH2:26][O:27][CH2:28][CH2:29]1. The yield is 1.00. (3) The reactants are [CH2:1]([OH:12])[CH2:2][C:3]1[CH:11]=[CH:10][C:8]([OH:9])=[C:5]([O:6][CH3:7])[CH:4]=1.[CH2:13](Br)[C:14]1[CH:19]=[CH:18][CH:17]=[CH:16][CH:15]=1.[OH-].[Na+]. The catalyst is C(O)C. The yield is 0.800. The product is [CH2:13]([O:9][C:8]1[CH:10]=[CH:11][C:3]([CH2:2][CH2:1][OH:12])=[CH:4][C:5]=1[O:6][CH3:7])[C:14]1[CH:19]=[CH:18][CH:17]=[CH:16][CH:15]=1. (4) The reactants are [F:1][C:2]1[CH:3]=[C:4]([N+:19]([O-:21])=[O:20])[C:5]([NH:9][C@H:10]([C:12]2[CH:17]=[CH:16][C:15]([F:18])=[CH:14][CH:13]=2)[CH3:11])=[N:6][C:7]=1F.[CH:22]1([C:25]2[NH:29][N:28]=[C:27]([NH2:30])[CH:26]=2)[CH2:24][CH2:23]1.CCN(C(C)C)C(C)C. The catalyst is C1COCC1. The product is [CH:22]1([C:25]2[NH:29][N:28]=[C:27]([NH:30][C:7]3[C:2]([F:1])=[CH:3][C:4]([N+:19]([O-:21])=[O:20])=[C:5]([NH:9][C@H:10]([C:12]4[CH:17]=[CH:16][C:15]([F:18])=[CH:14][CH:13]=4)[CH3:11])[N:6]=3)[CH:26]=2)[CH2:24][CH2:23]1. The yield is 0.660. (5) The product is [C:6]1([C:9]2[C:10]([C:24]3[CH:29]=[CH:28][CH:27]=[CH:26][CH:25]=3)=[CH:11][CH:12]=[CH:13][CH:14]=2)[CH:7]=[CH:8][CH:3]=[CH:4][CH:5]=1. The catalyst is CC(O)C.CC([O-])=O.CC([O-])=O.[Pd+2]. The yield is 0.890. The reactants are C[Si](C)(C)[C:3]1[CH:8]=[CH:7][C:6]([C:9]2[CH:14]=[CH:13][C:12](I)=[CH:11][C:10]=2F)=[C:5](F)[C:4]=1F.C([C:24]1[CH:29]=[CH:28][C:27](B(O)O)=[CH:26][CH:25]=1)CC.OCC(C)(CO)C.CC(C)=O. (6) The reactants are [NH2:1][C:2]1[CH:10]=[CH:9][CH:8]=[C:7]2[C:3]=1[C:4](=[O:29])[N:5]([CH:12]([C:18]1[CH:23]=[CH:22][C:21]([O:24][CH3:25])=[C:20]([O:26][CH2:27][CH3:28])[CH:19]=1)[CH2:13][S:14]([CH3:17])(=[O:16])=[O:15])[C:6]2=[O:11].[Br:30][CH:31]([CH3:35])[C:32](Br)=[O:33].C(=O)(O)[O-].[Na+]. The catalyst is C(Cl)Cl.[Cl-].[Na+].O.CCOCC. The product is [Br:30][CH:31]([CH3:35])[C:32]([NH:1][C:2]1[CH:10]=[CH:9][CH:8]=[C:7]2[C:3]=1[C:4](=[O:29])[N:5]([CH:12]([C:18]1[CH:23]=[CH:22][C:21]([O:24][CH3:25])=[C:20]([O:26][CH2:27][CH3:28])[CH:19]=1)[CH2:13][S:14]([CH3:17])(=[O:15])=[O:16])[C:6]2=[O:11])=[O:33]. The yield is 0.760.